Dataset: Forward reaction prediction with 1.9M reactions from USPTO patents (1976-2016). Task: Predict the product of the given reaction. Given the reactants [H-].[Na+].[C:3]1([OH:9])[CH:8]=[CH:7][CH:6]=[CH:5][CH:4]=1.F[C:11]1[CH:16]=[CH:15][CH:14]=[C:13]([F:17])[C:12]=1[N+:18]([O-:20])=[O:19].CCOC(C)=O, predict the reaction product. The product is: [F:17][C:13]1[CH:14]=[CH:15][CH:16]=[C:11]([O:9][C:3]2[CH:8]=[CH:7][CH:6]=[CH:5][CH:4]=2)[C:12]=1[N+:18]([O-:20])=[O:19].